This data is from Forward reaction prediction with 1.9M reactions from USPTO patents (1976-2016). The task is: Predict the product of the given reaction. (1) Given the reactants S(=O)(=O)(O)O.[NH:6]1[C:14]2[C:9](=[CH:10][C:11](N)=[CH:12][CH:13]=2)[CH:8]=[N:7]1.[OH-:16].[Na+], predict the reaction product. The product is: [NH:6]1[C:14]2[C:9](=[CH:10][C:11]([OH:16])=[CH:12][CH:13]=2)[CH:8]=[N:7]1. (2) The product is: [Cl:11][C:7]1[C:8]([Cl:10])=[CH:9][C:4]([CH:36]([OH:37])[CH3:31])=[C:5]([O:23][CH3:24])[C:6]=1[CH:12]1[CH2:13][N:14]([C:16]([O:18][CH2:19][CH2:22][CH2:27][CH3:28])=[O:17])[CH2:15]1. Given the reactants C([C:4]1[C:5]([O:23][CH3:24])=[C:6]([CH:12]2[CH2:15][N:14]([C:16]([O:18][C:19]([CH3:22])(C)C)=[O:17])[CH2:13]2)[C:7]([Cl:11])=[C:8]([Cl:10])[CH:9]=1)(=O)C.[BH4-].[Na+].[C:27](O)(=O)[CH3:28].[C:31](=O)(O)[O-].[Na+].[CH3:36][OH:37], predict the reaction product. (3) Given the reactants N[C:2]1[CH:9]=[C:8]([C:10]([F:13])([F:12])[F:11])[C:7](OCC)=[CH:6][C:3]=1[C:4]#[N:5].N([O:19][CH2:20][CH2:21]C(C)C)=O, predict the reaction product. The product is: [CH2:20]([O:19][C:2]1[CH:9]=[C:8]([C:10]([F:11])([F:12])[F:13])[CH:7]=[CH:6][C:3]=1[C:4]#[N:5])[CH3:21].